Predict which catalyst facilitates the given reaction. From a dataset of Catalyst prediction with 721,799 reactions and 888 catalyst types from USPTO. (1) The catalyst class is: 1. Reactant: [N+:1]([C:4]1[CH:5]=[C:6]([OH:14])[CH:7]=[C:8]([C:10]([F:13])([F:12])[F:11])[CH:9]=1)([O-:3])=[O:2].[CH3:15][N:16]1[CH2:20][CH2:19][CH:18](O)[CH2:17]1.C1(P(C2C=CC=CC=2)C2C=CC=CC=2)C=CC=CC=1.N(C(OCC)=O)=NC(OCC)=O. Product: [CH3:15][N:16]1[CH2:20][CH2:19][CH:18]([O:14][C:6]2[CH:7]=[C:8]([C:10]([F:11])([F:12])[F:13])[CH:9]=[C:4]([N+:1]([O-:3])=[O:2])[CH:5]=2)[CH2:17]1. (2) Reactant: [CH2:1]([O:8][N:9]1[C:15](=[O:16])[N:14]2[CH2:17][C@H:10]1[CH2:11][CH2:12][C@H:13]2[C:18]([OH:20])=O)[C:2]1[CH:7]=[CH:6][CH:5]=[CH:4][CH:3]=1.[NH2:21][O:22][CH2:23][CH:24]1[CH2:30][N:29]([C:31]([O:33][C:34]([CH3:37])([CH3:36])[CH3:35])=[O:32])[CH2:28][CH2:27][CH2:26][O:25]1.ON1C2C=CC=CC=2N=N1.Cl.C(N=C=NCCCN(C)C)C. Product: [CH2:1]([O:8][N:9]1[C:15](=[O:16])[N:14]2[CH2:17][C@H:10]1[CH2:11][CH2:12][C@H:13]2[C:18]([NH:21][O:22][CH2:23][CH:24]1[CH2:30][N:29]([C:31]([O:33][C:34]([CH3:37])([CH3:36])[CH3:35])=[O:32])[CH2:28][CH2:27][CH2:26][O:25]1)=[O:20])[C:2]1[CH:3]=[CH:4][CH:5]=[CH:6][CH:7]=1. The catalyst class is: 2.